Dataset: Full USPTO retrosynthesis dataset with 1.9M reactions from patents (1976-2016). Task: Predict the reactants needed to synthesize the given product. (1) Given the product [CH:12]12[CH2:21][CH2:20][CH:16]([CH2:15][NH:14][CH2:13]1)[C:17]1[C:11]2=[CH:10][C:9]([NH:8][C:5]2[N:4]=[C:3]([NH:28][C:29]3[CH:34]=[CH:33][CH:32]=[CH:31][C:30]=3[S:35]([NH:38][CH3:39])(=[O:37])=[O:36])[C:2]([Cl:1])=[CH:7][N:6]=2)=[CH:19][CH:18]=1, predict the reactants needed to synthesize it. The reactants are: [Cl:1][C:2]1[C:3]([NH:28][C:29]2[CH:34]=[CH:33][CH:32]=[CH:31][C:30]=2[S:35]([NH:38][CH3:39])(=[O:37])=[O:36])=[N:4][C:5]([NH:8][C:9]2[CH:10]=[C:11]3[C:17](=[CH:18][CH:19]=2)[CH:16]2[CH2:20][CH2:21][CH:12]3[CH2:13][N:14](C(=O)C(F)(F)F)[CH2:15]2)=[N:6][CH:7]=1.C(=O)([O-])[O-].[K+].[K+]. (2) Given the product [CH:12]1([C:15]2[CH:16]=[C:17]([CH3:27])[C:18]([N:21]3[CH2:22][CH2:23][N:24]([C:6]([C:5]4[CH:4]=[N:3][C:2]([F:1])=[C:10]([CH3:11])[CH:9]=4)=[O:8])[CH2:25][CH2:26]3)=[N:19][CH:20]=2)[CH2:14][CH2:13]1, predict the reactants needed to synthesize it. The reactants are: [F:1][C:2]1[C:10]([CH3:11])=[CH:9][C:5]([C:6]([OH:8])=O)=[CH:4][N:3]=1.[CH:12]1([C:15]2[CH:16]=[C:17]([CH3:27])[C:18]([N:21]3[CH2:26][CH2:25][NH:24][CH2:23][CH2:22]3)=[N:19][CH:20]=2)[CH2:14][CH2:13]1. (3) Given the product [C:1]([O:5][C@@H:6]([C:11]1[C:40]([CH3:41])=[CH:39][C:38]2=[N:42][C:35]3=[CH:36][N:37]2[C:12]=1[N:13]1[CH2:47][CH2:46][C:16]([CH3:48])([O:17][CH2:18][CH2:19][CH2:20][CH2:21][C@H:22]([CH3:45])[O:23][C:24]2[CH:25]=[CH:26][C:27]([CH3:49])=[CH:28][C:29]=2[C:30]2[CH:43]=[C:34]3[CH:33]=[CH:32][CH:31]=2)[CH2:15][CH2:14]1)[C:7]([OH:9])=[O:8])([CH3:3])([CH3:2])[CH3:4], predict the reactants needed to synthesize it. The reactants are: [C:1]([O:5][C@@H:6]([C:11]1[C:40]([CH3:41])=[CH:39][C:38]2=[N:42][C:35]3=[CH:36][N:37]2[C:12]=1[N:13]1[CH2:47][CH2:46][C:16]([CH3:48])([O:17][CH2:18][CH:19]=[CH:20][CH2:21][C@H:22]([CH3:45])[O:23][C:24]2[CH:25]=[C:26](F)[CH:27]=[CH:28][C:29]=2[C:30]2[CH:43]=[C:34]3[CH:33]=[CH:32][CH:31]=2)[CH2:15][CH2:14]1)[C:7]([O:9]C)=[O:8])([CH3:4])([CH3:3])[CH3:2].[CH2:49]1COCC1.O[Li].O. (4) Given the product [CH2:1]([O:3][C:4]([C@@H:6]1[CH2:15][C@@H:14]2[C@@H:9]([CH2:10][CH2:11][C@H:12]([CH2:16][N:17]3[CH:21]=[C:20]([C:22]([O:24][CH2:25][CH3:26])=[O:23])[N:19]=[CH:18]3)[CH2:13]2)[CH2:8][NH:7]1)=[O:5])[CH3:2], predict the reactants needed to synthesize it. The reactants are: [CH2:1]([O:3][C:4]([C@@H:6]1[CH2:15][C@@H:14]2[C@@H:9]([CH2:10][CH2:11][C@H:12]([CH2:16][N:17]3[CH:21]=[C:20]([C:22]([O:24][CH2:25][CH3:26])=[O:23])[N:19]=[CH:18]3)[CH2:13]2)[CH2:8][N:7]1C(OC)=O)=[O:5])[CH3:2].C[Si](I)(C)C. (5) Given the product [C:36]([O:40][C:41]([NH:43][C@@H:44]([C@H:48]([CH2:55][O:56][CH3:57])[CH2:49][CH2:50][CH2:51][CH2:52][CH:53]=[CH2:54])[C:45]([N:30]1[CH2:31][C@H:27]([OH:26])[CH2:28][C@H:29]1[C:32]([O:34][CH3:35])=[O:33])=[O:46])=[O:42])([CH3:39])([CH3:38])[CH3:37], predict the reactants needed to synthesize it. The reactants are: F[P-](F)(F)(F)(F)F.N1(OC(N(C)C)=[N+](C)C)C2N=CC=CC=2N=N1.Cl.[OH:26][C@H:27]1[CH2:31][NH:30][C@H:29]([C:32]([O:34][CH3:35])=[O:33])[CH2:28]1.[C:36]([O:40][C:41]([NH:43][CH:44]([C@H:48]([CH2:55][O:56][CH3:57])[CH2:49][CH2:50][CH2:51][CH2:52][CH:53]=[CH2:54])[C:45](O)=[O:46])=[O:42])([CH3:39])([CH3:38])[CH3:37].CCN(C(C)C)C(C)C.